This data is from Catalyst prediction with 721,799 reactions and 888 catalyst types from USPTO. The task is: Predict which catalyst facilitates the given reaction. (1) Reactant: [CH3:1][C:2]1[CH:3]=[CH:4][CH:5]=[C:6]2[C:11]=1[O:10][C:9](=[O:12])[CH:8]=[CH:7]2.[H][H]. Product: [CH3:1][C:2]1[CH:3]=[CH:4][CH:5]=[C:6]2[C:11]=1[O:10][C:9](=[O:12])[CH2:8][CH2:7]2. The catalyst class is: 78. (2) Reactant: C([Li:5])CCC.[CH:6]([NH:9][CH:10]([CH3:12])[CH3:11])([CH3:8])[CH3:7].[Cl:13][C:14]1[CH:22]=[CH:21][CH:20]=[C:19]2[C:15]=1[CH:16]=[CH:17][N:18]2[S:23]([C:26]1[CH:31]=[CH:30][C:29]([CH3:32])=[CH:28][CH:27]=1)(=[O:25])=[O:24].Cl[C:34]([O:36][CH3:37])=[O:35].Cl. Product: [CH:6]([N-:9][CH:10]([CH3:12])[CH3:11])([CH3:8])[CH3:7].[Li+:5].[CH3:37][O:36][C:34]([C:17]1[N:18]([S:23]([C:26]2[CH:31]=[CH:30][C:29]([CH3:32])=[CH:28][CH:27]=2)(=[O:25])=[O:24])[C:19]2[C:15]([CH:16]=1)=[C:14]([Cl:13])[CH:22]=[CH:21][CH:20]=2)=[O:35]. The catalyst class is: 188. (3) Reactant: [Br:1][C:2]1[CH:3]=[C:4]([CH:17]=[CH:18][CH:19]=1)[CH2:5][C:6]1[N:7]=[C:8]([C:12]([O:14]CC)=[O:13])[O:9][C:10]=1[CH3:11].[OH-].[Na+].O. Product: [Br:1][C:2]1[CH:3]=[C:4]([CH:17]=[CH:18][CH:19]=1)[CH2:5][C:6]1[N:7]=[C:8]([C:12]([OH:14])=[O:13])[O:9][C:10]=1[CH3:11]. The catalyst class is: 14. (4) Reactant: [Br:1][C:2]1[CH:7]=[CH:6][C:5]([C:8]2[N:12]([C:13]3[CH:18]=[CH:17][C:16]([S:19]([CH3:22])(=[O:21])=[O:20])=[C:15]([F:23])[CH:14]=3)[N:11]=[CH:10][C:9]=2[N+:24]([O-])=O)=[CH:4][CH:3]=1.[NH4+].[Cl-].O. Product: [NH2:24][C:9]1[CH:10]=[N:11][N:12]([C:13]2[CH:18]=[CH:17][C:16]([S:19]([CH3:22])(=[O:20])=[O:21])=[C:15]([F:23])[CH:14]=2)[C:8]=1[C:5]1[CH:4]=[CH:3][C:2]([Br:1])=[CH:7][CH:6]=1. The catalyst class is: 447. (5) Reactant: Br[C:2]1[CH:3]=[CH:4][C:5]([O:28][CH3:29])=[C:6]([N:8]2[C:17]3[C:12](=[CH:13][C:14]([S:18]([NH:21][C:22]4[CH:26]=[CH:25][O:24][N:23]=4)(=[O:20])=[O:19])=[CH:15][CH:16]=3)[CH:11]=[CH:10][C:9]2=[O:27])[CH:7]=1.[F:30][C:31]([F:42])([F:41])[C:32]1[CH:33]=[C:34](B(O)O)[CH:35]=[CH:36][CH:37]=1.C(=O)([O-])[O-].[K+].[K+]. Product: [O:24]1[CH:25]=[CH:26][C:22]([NH:21][S:18]([C:14]2[CH:13]=[C:12]3[C:17](=[CH:16][CH:15]=2)[N:8]([C:6]2[CH:7]=[C:2]([C:36]4[CH:35]=[CH:34][CH:33]=[C:32]([C:31]([F:42])([F:41])[F:30])[CH:37]=4)[CH:3]=[CH:4][C:5]=2[O:28][CH3:29])[C:9](=[O:27])[CH:10]=[CH:11]3)(=[O:20])=[O:19])=[N:23]1. The catalyst class is: 70.